Dataset: Reaction yield outcomes from USPTO patents with 853,638 reactions. Task: Predict the reaction yield, written as a fraction of the theoretical maximum amount of product (1.0 means a 100% yield; for example, 0.34 means a 34% yield). The product is [Cl:1][C:2]1[C:3]([N+:9]([O-:11])=[O:10])=[C:4]([CH:5]=[CH:6][CH:7]=1)[NH:18][CH3:17]. The yield is 0.350. The catalyst is O. The reactants are [Cl:1][C:2]1[CH:7]=[CH:6][CH:5]=[C:4](Cl)[C:3]=1[N+:9]([O-:11])=[O:10].CN.C1CCN2[C:17](=[N:18]CCC2)CC1.